This data is from Forward reaction prediction with 1.9M reactions from USPTO patents (1976-2016). The task is: Predict the product of the given reaction. (1) Given the reactants [Cl:1][CH:2]([C:5]1[NH:13][C:8]2=[N:9][CH:10]=[CH:11][CH:12]=[C:7]2[N:6]=1)[CH2:3][CH3:4].[C:14]1([P:20]([C:27]2C=C[CH:30]=[CH:29][CH:28]=2)[C:21]2C=C[CH:24]=[CH:23][CH:22]=2)C=C[CH:17]=[CH:16][CH:15]=1, predict the reaction product. The product is: [Cl-:1].[CH2:27]([P+:20]([CH2:14][CH2:15][CH2:16][CH3:17])([CH2:21][CH2:22][CH2:23][CH3:24])[CH:2]([C:5]1[NH:13][C:8]2=[N:9][CH:10]=[CH:11][CH:12]=[C:7]2[N:6]=1)[CH2:3][CH3:4])[CH2:28][CH2:29][CH3:30]. (2) Given the reactants [Si:1]([O:8][CH2:9][CH:10]([N:12]1[C:20]2[CH:19]=[CH:18][N:17]=[CH:16][C:15]=2[C:14](I)=[CH:13]1)[CH3:11])([C:4]([CH3:7])([CH3:6])[CH3:5])([CH3:3])[CH3:2].[Br:22][C:23]1[CH:28]=[CH:27][N:26]=[C:25]([C:29](N(OC)C)=[O:30])[CH:24]=1, predict the reaction product. The product is: [Br:22][C:23]1[CH:28]=[CH:27][N:26]=[C:25]([C:29]([C:14]2[C:15]3[CH:16]=[N:17][CH:18]=[CH:19][C:20]=3[N:12]([CH:10]([CH3:11])[CH2:9][O:8][Si:1]([C:4]([CH3:7])([CH3:6])[CH3:5])([CH3:3])[CH3:2])[CH:13]=2)=[O:30])[CH:24]=1. (3) The product is: [CH:1]1([NH:7][C:15](=[O:17])[CH3:16])[CH2:6][CH2:5][CH2:4][CH2:3][CH2:2]1. Given the reactants [CH:1]1([NH2:7])[CH2:6][CH2:5][CH2:4][CH2:3][CH2:2]1.C(N(CC)CC)C.[C:15](Cl)(=[O:17])[CH3:16], predict the reaction product. (4) Given the reactants [NH2:1][C@H:2]1[C@@H:7]([CH3:8])[CH2:6][N:5]([C:9]2[CH:14]=[CH:13][N:12]=[CH:11][C:10]=2[N:15]([C:23]([O:25][C:26]([CH3:29])([CH3:28])[CH3:27])=[O:24])[C:16]([O:18][C:19]([CH3:22])([CH3:21])[CH3:20])=[O:17])[CH2:4][C@H:3]1[NH:30][C:31]([O:33][C:34]([CH3:37])([CH3:36])[CH3:35])=[O:32].CCN(C(C)C)C(C)C.Cl[C:48]([O:50][CH3:51])=[O:49].C([O-])([O-])=O.[Na+].[Na+].O, predict the reaction product. The product is: [C:34]([O:33][C:31]([NH:30][C@H:3]1[C@@H:2]([NH:1][C:48]([O:50][CH3:51])=[O:49])[C@@H:7]([CH3:8])[CH2:6][N:5]([C:9]2[CH:14]=[CH:13][N:12]=[CH:11][C:10]=2[N:15]([C:23]([O:25][C:26]([CH3:27])([CH3:29])[CH3:28])=[O:24])[C:16]([O:18][C:19]([CH3:20])([CH3:21])[CH3:22])=[O:17])[CH2:4]1)=[O:32])([CH3:36])([CH3:35])[CH3:37]. (5) Given the reactants C(Cl)(=O)C(Cl)=O.[C:7]([O:11][C:12]([N:14]1[CH2:19][CH2:18][CH:17]([C:20]2[CH:28]=[CH:27][C:23]([C:24](O)=[O:25])=[CH:22][N:21]=2)[CH2:16][CH2:15]1)=[O:13])([CH3:10])([CH3:9])[CH3:8].C(N(CC)CC)C.[NH2:36][C:37]1[CH:42]=[C:41]([O:43][C:44]2[CH:45]=[C:46]3[C:50](=[CH:51][C:52]=2[O:53][CH2:54][CH2:55][O:56][CH2:57][CH3:58])[N:49]([C:59]([NH:61][CH3:62])=[O:60])[CH:48]=[CH:47]3)[CH:40]=[CH:39][N:38]=1.CN, predict the reaction product. The product is: [CH2:57]([O:56][CH2:55][CH2:54][O:53][C:52]1[CH:51]=[C:50]2[C:46]([CH:47]=[CH:48][N:49]2[C:59](=[O:60])[NH:61][CH3:62])=[CH:45][C:44]=1[O:43][C:41]1[CH:40]=[CH:39][N:38]=[C:37]([NH:36][C:24]([C:23]2[CH:27]=[CH:28][C:20]([CH:17]3[CH2:18][CH2:19][N:14]([C:12]([O:11][C:7]([CH3:9])([CH3:10])[CH3:8])=[O:13])[CH2:15][CH2:16]3)=[N:21][CH:22]=2)=[O:25])[CH:42]=1)[CH3:58].